This data is from Forward reaction prediction with 1.9M reactions from USPTO patents (1976-2016). The task is: Predict the product of the given reaction. (1) Given the reactants ClC1C=C(C2SC(C(O)=O)=CC=2C2C=CC=C(C#N)C=2)C=C(F)C=1.[Br:25][C:26]1[CH:27]=[C:28]([C:38]([O:40]CC)=[O:39])[S:29][C:30]=1[C:31]1[CH:36]=[CH:35][CH:34]=[C:33]([Cl:37])[CH:32]=1, predict the reaction product. The product is: [Br:25][C:26]1[CH:27]=[C:28]([C:38]([OH:40])=[O:39])[S:29][C:30]=1[C:31]1[CH:36]=[CH:35][CH:34]=[C:33]([Cl:37])[CH:32]=1. (2) Given the reactants Cl[C:2]1[CH:7]=[CH:6][N:5]=[CH:4][C:3]=1[S:8]([N:11]1[CH2:32][CH2:31][C:14]2([C:18](=[O:19])[N:17]([C:20]3[CH:25]=[CH:24][C:23]([O:26][C:27]([F:30])([F:29])[F:28])=[CH:22][CH:21]=3)[CH2:16][CH2:15]2)[CH2:13][CH2:12]1)(=[O:10])=[O:9].[CH3:33][O-:34].[Na+], predict the reaction product. The product is: [CH3:33][O:34][C:2]1[CH:7]=[CH:6][N:5]=[CH:4][C:3]=1[S:8]([N:11]1[CH2:32][CH2:31][C:14]2([C:18](=[O:19])[N:17]([C:20]3[CH:25]=[CH:24][C:23]([O:26][C:27]([F:30])([F:29])[F:28])=[CH:22][CH:21]=3)[CH2:16][CH2:15]2)[CH2:13][CH2:12]1)(=[O:10])=[O:9]. (3) Given the reactants Cl[S:2]([C:5]1[CH:13]=[CH:12][C:8]([C:9]([OH:11])=[O:10])=[CH:7][CH:6]=1)(=[O:4])=[O:3].[CH3:14][O:15][C:16]1[CH:23]=[CH:22][C:19]([NH:20][CH3:21])=[CH:18][CH:17]=1, predict the reaction product. The product is: [CH3:14][O:15][C:16]1[CH:23]=[CH:22][C:19]([N:20]([CH3:21])[S:2]([C:5]2[CH:13]=[CH:12][C:8]([C:9]([OH:11])=[O:10])=[CH:7][CH:6]=2)(=[O:4])=[O:3])=[CH:18][CH:17]=1. (4) Given the reactants [CH3:1][N:2]([CH2:4][CH2:5]/[CH:6]=[C:7]1/[C:8]2[CH:9]=[CH:10][CH:11]=[CH:12][C:13]=2[CH2:14][O:15][C:16]2[CH:21]=[CH:20][C:19]([CH2:22][C:23]([OH:25])=[O:24])=[CH:18][C:17]/1=2)[CH3:3].Cl.[C:27](Cl)(=O)C.C([O-])(O)=O.[Na+], predict the reaction product. The product is: [CH3:27][O:24][C:23](=[O:25])[CH2:22][C:19]1[CH:20]=[CH:21][C:16]2[O:15][CH2:14][C:13]3[CH:12]=[CH:11][CH:10]=[CH:9][C:8]=3/[C:7](=[CH:6]/[CH2:5][CH2:4][N:2]([CH3:3])[CH3:1])/[C:17]=2[CH:18]=1. (5) Given the reactants [C:1]([NH2:4])(=[O:3])[CH3:2].Br[CH2:6][C:7]([C:9]1[CH:14]=[CH:13][C:12]([O:15][CH3:16])=[CH:11][CH:10]=1)=O, predict the reaction product. The product is: [CH3:16][O:15][C:12]1[CH:13]=[CH:14][C:9]([C:7]2[N:4]=[C:1]([CH3:2])[O:3][CH:6]=2)=[CH:10][CH:11]=1.